This data is from Full USPTO retrosynthesis dataset with 1.9M reactions from patents (1976-2016). The task is: Predict the reactants needed to synthesize the given product. Given the product [CH2:33]([N:32]([CH2:31][C:12]([OH:30])([CH2:13][NH:14][C:15]1[CH:23]=[CH:22][CH:21]=[C:20]2[C:16]=1[CH:17]=[N:18][N:19]2[C:24]1[CH:29]=[CH:28][CH:27]=[CH:26][CH:25]=1)[C:11]([F:37])([F:36])[F:10])[C:1](=[O:9])[C:2]1[CH:3]=[CH:4][CH:5]=[CH:6][CH:7]=1)[CH2:34][CH3:35], predict the reactants needed to synthesize it. The reactants are: [C:1]([OH:9])(=O)[C:2]1[CH:7]=[CH:6][CH:5]=[CH:4][CH:3]=1.[F:10][C:11]([F:37])([F:36])[C:12]([CH2:31][NH:32][CH2:33][CH2:34][CH3:35])([OH:30])[CH2:13][NH:14][C:15]1[CH:23]=[CH:22][CH:21]=[C:20]2[C:16]=1[CH:17]=[N:18][N:19]2[C:24]1[CH:29]=[CH:28][CH:27]=[CH:26][CH:25]=1.